Dataset: Reaction yield outcomes from USPTO patents with 853,638 reactions. Task: Predict the reaction yield, written as a fraction of the theoretical maximum amount of product (1.0 means a 100% yield; for example, 0.34 means a 34% yield). The reactants are [C:1]([O:5][C:6](=[O:39])[NH:7][C@H:8]1[CH2:13][CH2:12][C@H:11]([CH2:14][CH:15]([OH:38])[CH:16]([C:18]2[C:27]3[C:22](=[CH:23][CH:24]=[C:25]([O:28][CH3:29])[N:26]=3)[N:21]=[CH:20][C:19]=2[O:30][CH2:31][C:32]2[CH:37]=[CH:36][CH:35]=[CH:34][CH:33]=2)[OH:17])[CH2:10][CH2:9]1)([CH3:4])([CH3:3])[CH3:2].[C:40](OCC)(=[O:42])C. The catalyst is C1(C)C=CC=CC=1. The product is [C:1]([O:5][C:6](=[O:39])[NH:7][C@H:8]1[CH2:9][CH2:10][C@H:11]([CH2:14][CH:15]2[CH:16]([C:18]3[C:27]4[C:22](=[CH:23][CH:24]=[C:25]([O:28][CH3:29])[N:26]=4)[N:21]=[CH:20][C:19]=3[O:30][CH2:31][C:32]3[CH:33]=[CH:34][CH:35]=[CH:36][CH:37]=3)[O:17][C:40](=[O:42])[O:38]2)[CH2:12][CH2:13]1)([CH3:4])([CH3:2])[CH3:3]. The yield is 0.960.